This data is from NCI-60 drug combinations with 297,098 pairs across 59 cell lines. The task is: Regression. Given two drug SMILES strings and cell line genomic features, predict the synergy score measuring deviation from expected non-interaction effect. (1) Drug 1: CC1OCC2C(O1)C(C(C(O2)OC3C4COC(=O)C4C(C5=CC6=C(C=C35)OCO6)C7=CC(=C(C(=C7)OC)O)OC)O)O. Drug 2: CS(=O)(=O)OCCCCOS(=O)(=O)C. Cell line: UACC62. Synergy scores: CSS=28.8, Synergy_ZIP=-10.7, Synergy_Bliss=-4.72, Synergy_Loewe=-32.8, Synergy_HSA=-3.40. (2) Drug 1: C1CN1C2=NC(=NC(=N2)N3CC3)N4CC4. Drug 2: COC1=C2C(=CC3=C1OC=C3)C=CC(=O)O2. Cell line: COLO 205. Synergy scores: CSS=30.4, Synergy_ZIP=3.31, Synergy_Bliss=4.47, Synergy_Loewe=-10.7, Synergy_HSA=3.18. (3) Drug 1: C1CN(P(=O)(OC1)NCCCl)CCCl. Drug 2: CC1CCCC2(C(O2)CC(NC(=O)CC(C(C(=O)C(C1O)C)(C)C)O)C(=CC3=CSC(=N3)C)C)C. Cell line: 786-0. Synergy scores: CSS=45.4, Synergy_ZIP=3.67, Synergy_Bliss=2.25, Synergy_Loewe=-40.7, Synergy_HSA=1.99. (4) Drug 1: CN(C)N=NC1=C(NC=N1)C(=O)N. Drug 2: CN(CCCl)CCCl.Cl. Cell line: HCC-2998. Synergy scores: CSS=0.147, Synergy_ZIP=-4.27, Synergy_Bliss=-7.24, Synergy_Loewe=-15.0, Synergy_HSA=-9.22. (5) Drug 1: CC1C(C(CC(O1)OC2CC(OC(C2O)C)OC3=CC4=CC5=C(C(=O)C(C(C5)C(C(=O)C(C(C)O)O)OC)OC6CC(C(C(O6)C)O)OC7CC(C(C(O7)C)O)OC8CC(C(C(O8)C)O)(C)O)C(=C4C(=C3C)O)O)O)O. Drug 2: C1=NNC2=C1C(=O)NC=N2. Cell line: HOP-92. Synergy scores: CSS=3.55, Synergy_ZIP=-0.869, Synergy_Bliss=3.62, Synergy_Loewe=-11.8, Synergy_HSA=-0.316. (6) Drug 1: C1=C(C(=O)NC(=O)N1)F. Drug 2: C(=O)(N)NO. Cell line: SR. Synergy scores: CSS=37.4, Synergy_ZIP=-9.41, Synergy_Bliss=-19.0, Synergy_Loewe=-32.8, Synergy_HSA=-18.4.